Dataset: Forward reaction prediction with 1.9M reactions from USPTO patents (1976-2016). Task: Predict the product of the given reaction. (1) Given the reactants FC(F)(F)C(O)=O.C([O:12][C:13]([CH2:15][C@@H:16]([C:30]([NH:32][C:33]1[CH:38]=[CH:37][C:36]([CH:39]([C:71]2[CH:76]=[CH:75][C:74]([NH:77][C:78](=[O:101])[C@H:79]([CH2:93][C:94]([O:96]C(C)(C)C)=[O:95])[NH:80][C:81](=[O:92])[CH2:82][C:83]3[C:91]4[C:86](=[CH:87][CH:88]=[CH:89][CH:90]=4)[NH:85][CH:84]=3)=[CH:73][CH:72]=2)[C:40]2[CH:45]=[CH:44][C:43]([NH:46][C:47](=[O:70])[C@H:48]([CH2:62][C:63]([O:65]C(C)(C)C)=[O:64])[NH:49][C:50](=[O:61])[CH2:51][C:52]3[C:60]4[C:55](=[CH:56][CH:57]=[CH:58][CH:59]=4)[NH:54][CH:53]=3)=[CH:42][CH:41]=2)=[CH:35][CH:34]=1)=[O:31])[NH:17][C:18](=[O:29])[CH2:19][C:20]1[C:28]2[C:23](=[CH:24][CH:25]=[CH:26][CH:27]=2)[NH:22][CH:21]=1)=[O:14])(C)(C)C, predict the reaction product. The product is: [NH:22]1[C:23]2[C:28](=[CH:27][CH:26]=[CH:25][CH:24]=2)[C:20]([CH2:19][C:18]([NH:17][C@H:16]([C:30]([NH:32][C:33]2[CH:34]=[CH:35][C:36]([CH:39]([C:71]3[CH:72]=[CH:73][C:74]([NH:77][C:78](=[O:101])[C@H:79]([CH2:93][C:94](=[O:95])[OH:96])[NH:80][C:81](=[O:92])[CH2:82][C:83]4[C:91]5[C:86](=[CH:87][CH:88]=[CH:89][CH:90]=5)[NH:85][CH:84]=4)=[CH:75][CH:76]=3)[C:40]3[CH:45]=[CH:44][C:43]([NH:46][C:47](=[O:70])[C@H:48]([CH2:62][C:63](=[O:64])[OH:65])[NH:49][C:50](=[O:61])[CH2:51][C:52]4[C:60]5[C:55](=[CH:56][CH:57]=[CH:58][CH:59]=5)[NH:54][CH:53]=4)=[CH:42][CH:41]=3)=[CH:37][CH:38]=2)=[O:31])[CH2:15][C:13](=[O:12])[OH:14])=[O:29])=[CH:21]1. (2) Given the reactants [CH3:1][C:2]1[CH:16]=[CH:15][CH:14]=[CH:13][C:3]=1[C:4]([NH:6][C@@H:7]1[CH2:12][CH2:11][CH2:10][NH:9][CH2:8]1)=[O:5].[CH:17]1[CH:22]=[CH:21][C:20]([CH2:23]Br)=[CH:19][CH:18]=1, predict the reaction product. The product is: [CH2:23]([N:9]1[CH2:10][CH2:11][CH2:12][C@@H:7]([NH:6][C:4](=[O:5])[C:3]2[CH:13]=[CH:14][CH:15]=[CH:16][C:2]=2[CH3:1])[CH2:8]1)[C:20]1[CH:21]=[CH:22][CH:17]=[CH:18][CH:19]=1. (3) Given the reactants [CH2:1]([S:3][C:4]1[CH:9]=[CH:8][CH:7]=[CH:6][C:5]=1[C:10]1[NH:19][C:18](=O)[C:17]2[C:12](=[CH:13][C:14]([C:21]([F:24])([F:23])[F:22])=[CH:15][CH:16]=2)[N:11]=1)[CH3:2].P(Br)(Br)([Br:27])=O.C(=O)(O)[O-].[Na+], predict the reaction product. The product is: [Br:27][C:18]1[C:17]2[C:12](=[CH:13][C:14]([C:21]([F:24])([F:23])[F:22])=[CH:15][CH:16]=2)[N:11]=[C:10]([C:5]2[CH:6]=[CH:7][CH:8]=[CH:9][C:4]=2[S:3][CH2:1][CH3:2])[N:19]=1. (4) The product is: [C:12]12([O:22][C:39](=[O:40])[C@H:31]([CH2:32][C:33]3[CH:38]=[CH:37][CH:36]=[CH:35][CH:34]=3)[NH:30][C:23]([O:25][C:26]([CH3:29])([CH3:27])[CH3:28])=[O:24])[CH2:19][CH:18]3[CH2:17][CH:16]([CH2:15][CH:14]([CH2:20]3)[CH2:13]1)[CH2:21]2. Given the reactants C(Cl)CCl.C(N(CC)CC)C.[C:12]12([OH:22])[CH2:21][CH:16]3[CH2:17][CH:18]([CH2:20][CH:14]([CH2:15]3)[CH2:13]1)[CH2:19]2.[C:23]([NH:30][C@H:31]([C:39](O)=[O:40])[CH2:32][C:33]1[CH:38]=[CH:37][CH:36]=[CH:35][CH:34]=1)([O:25][C:26]([CH3:29])([CH3:28])[CH3:27])=[O:24], predict the reaction product. (5) Given the reactants C(O[C@H:5]1[C@H:10]([N:11]=[C:12]=[S:13])[C@@H:9]([O:14][C:15](=[O:17])[CH3:16])[C@H:8]([O:18][C:19](=[O:21])[CH3:20])[C@@H:7]([CH2:22][O:23][C:24](=[O:26])[CH3:25])[O:6]1)(=O)C.Cl.[F:28][CH2:29][CH2:30][NH2:31].C(N(CC)CC)C.FC(F)(F)C(O)=O, predict the reaction product. The product is: [C:19]([O:18][C@@H:8]1[C@@H:7]([CH2:22][O:23][C:24](=[O:26])[CH3:25])[O:6][C@H:5]2[C@H:10]([N:11]=[C:12]([NH:31][CH2:30][CH2:29][F:28])[S:13]2)[C@H:9]1[O:14][C:15](=[O:17])[CH3:16])(=[O:21])[CH3:20]. (6) Given the reactants Br[C:2]1[CH:11]=[C:10]2[C:5]([CH:6]=[CH:7][N:8]=[CH:9]2)=[CH:4][CH:3]=1.[N:12]1[CH:17]=[CH:16][C:15](B(O)O)=[CH:14][CH:13]=1.C([O-])([O-])=O.[Na+].[Na+], predict the reaction product. The product is: [N:12]1[CH:17]=[CH:16][C:15]([C:2]2[CH:11]=[C:10]3[C:5]([CH:6]=[CH:7][N:8]=[CH:9]3)=[CH:4][CH:3]=2)=[CH:14][CH:13]=1. (7) Given the reactants [ClH:1].O1CCOCC1.[F:8][C:9]1[CH:10]=[CH:11][C:12]2[CH2:18][O:17][C:16]3[CH:19]=[CH:20][CH:21]=[CH:22][C:15]=3[N:14]([CH2:23][C@H:24]3[CH2:29][CH2:28][CH2:27][CH2:26][N:25]3[CH2:30][CH2:31][C:32]3[CH:37]=[CH:36][C:35]([O:38][CH3:39])=[CH:34][CH:33]=3)[C:13]=2[CH:40]=1, predict the reaction product. The product is: [ClH:1].[F:8][C:9]1[CH:10]=[CH:11][C:12]2[CH2:18][O:17][C:16]3[CH:19]=[CH:20][CH:21]=[CH:22][C:15]=3[N:14]([CH2:23][C@H:24]3[CH2:29][CH2:28][CH2:27][CH2:26][N:25]3[CH2:30][CH2:31][C:32]3[CH:37]=[CH:36][C:35]([O:38][CH3:39])=[CH:34][CH:33]=3)[C:13]=2[CH:40]=1. (8) Given the reactants [N:1]1[C:10]2[CH:9]=[CH:8][CH:7]=[C:6](N)[C:5]=2[CH:4]=[CH:3][CH:2]=1.N([O-])=O.[Na+].[H+].[B-](F)(F)(F)[F:18], predict the reaction product. The product is: [F:18][C:6]1[CH:7]=[CH:8][CH:9]=[C:10]2[C:5]=1[CH:4]=[CH:3][CH:2]=[N:1]2. (9) Given the reactants [CH3:1][O:2][CH2:3][CH2:4][OH:5].CC(C)([O-])C.F[C:12]1[CH:17]=[C:16]([F:18])[CH:15]=[CH:14][C:13]=1[N+:19]([O-:21])=[O:20], predict the reaction product. The product is: [F:18][C:16]1[CH:15]=[CH:14][C:13]([N+:19]([O-:21])=[O:20])=[C:12]([O:5][CH2:4][CH2:3][O:2][CH3:1])[CH:17]=1. (10) Given the reactants [CH3:1][O:2][C:3]1[CH:8]=[CH:7][C:6]([CH2:9][C:10]#[N:11])=[CH:5][CH:4]=1.[C:12]1(=[O:18])[CH2:17][CH2:16][CH2:15][CH2:14][CH2:13]1.N12CCCN=C1CCCCC2.CO, predict the reaction product. The product is: [C:10]([CH:9]([C:6]1[CH:7]=[CH:8][C:3]([O:2][CH3:1])=[CH:4][CH:5]=1)[C:12]1([OH:18])[CH2:17][CH2:16][CH2:15][CH2:14][CH2:13]1)#[N:11].